Dataset: Catalyst prediction with 721,799 reactions and 888 catalyst types from USPTO. Task: Predict which catalyst facilitates the given reaction. (1) Reactant: FC(F)(F)[C:3]1[CH:8]=[CH:7][CH:6]=[CH:5][C:4]=1[CH2:9][C:10]#[N:11].CC(C)([O-])C.[K+].Br[CH2:21][CH2:22][CH2:23][Cl:24]. Product: [Cl:24][CH2:23][CH2:22][CH2:21][CH:9]([C:4]1[CH:3]=[CH:8][CH:7]=[CH:6][CH:5]=1)[C:10]#[N:11]. The catalyst class is: 1. (2) Reactant: [CH3:1]/[C:2](=[CH:8]\[C:9](=[O:11])[CH3:10])/[C:3]([O:5][CH2:6][CH3:7])=[O:4].[BH4-].[Na+].Cl. Product: [OH:11][CH:9]([CH3:10])/[CH:8]=[C:2](\[CH3:1])/[C:3]([O:5][CH2:6][CH3:7])=[O:4]. The catalyst class is: 5. (3) Reactant: [CH3:1][CH:2]([CH2:4][C@H:5]([CH2:10][NH2:11])[CH2:6][C:7]([OH:9])=[O:8])[CH3:3].[OH:12][CH:13]1[O:32][C@H:31]([CH2:33][OH:34])[C@@H:18]([O:19][C@@H:20]2[O:28][C@H:27]([CH2:29][OH:30])[C@H:25]([OH:26])[C@H:23]([OH:24])[C@H:21]2[OH:22])[C@H:16]([OH:17])[C@H:14]1[OH:15].C(#N)C. Product: [CH3:3][CH:2]([CH2:4][C@H:5]([CH2:10][NH2:11])[CH2:6][C:7]([OH:9])=[O:8])[CH3:1].[OH:12][CH:13]1[O:32][C@H:31]([CH2:33][OH:34])[C@@H:18]([O:19][C@@H:20]2[O:28][C@H:27]([CH2:29][OH:30])[C@H:25]([OH:26])[C@H:23]([OH:24])[C@H:21]2[OH:22])[C@H:16]([OH:17])[C@H:14]1[OH:15]. The catalyst class is: 657. (4) Reactant: [Cl:1][C:2]1[C:7]([NH2:8])=[C:6]([NH2:9])[CH:5]=[C:4]([Cl:10])[N:3]=1.N[C:12](N)=[O:13]. Product: [Cl:1][C:2]1[C:7]2[NH:8][C:12](=[O:13])[NH:9][C:6]=2[CH:5]=[C:4]([Cl:10])[N:3]=1. The catalyst class is: 6. (5) Reactant: [C:1]1([C:7]2[CH:8]=[N:9][O:10][C:11]=2[NH2:12])[CH:6]=[CH:5][CH:4]=[CH:3][CH:2]=1.[Li+].C[Si]([N-][Si](C)(C)C)(C)C.C1N=CN([C:28](N2C=NC=C2)=[O:29])C=1.[C:35]1([C@@H:41]2[CH2:43][C@H:42]2[N:44]2[C:52](=[O:53])[CH:47]3[CH2:48][NH:49][CH2:50][CH2:51][N:46]3[C:45]2=[O:54])[CH:40]=[CH:39][CH:38]=[CH:37][CH:36]=1. Product: [O:53]=[C:52]1[CH:47]2[CH2:48][N:49]([C:28]([NH:12][C:11]3[O:10][N:9]=[CH:8][C:7]=3[C:1]3[CH:2]=[CH:3][CH:4]=[CH:5][CH:6]=3)=[O:29])[CH2:50][CH2:51][N:46]2[C:45](=[O:54])[N:44]1[C@H:42]1[CH2:43][C@@H:41]1[C:35]1[CH:40]=[CH:39][CH:38]=[CH:37][CH:36]=1. The catalyst class is: 1. (6) Reactant: [N:1]([C:4]1[C:19]([O:20]CC2C=CC=CC=2)=[CH:18][C:7]([C:8]([O:10]CC2C=CC=CC=2)=[O:9])=[C:6]([NH:28][C:29]2[CH:34]=[CH:33][CH:32]=[CH:31][C:30]=2[F:35])[C:5]=1[F:36])=[N+]=[N-].[H][H]. Product: [NH2:1][C:4]1[C:19]([OH:20])=[CH:18][C:7]([C:8]([OH:10])=[O:9])=[C:6]([NH:28][C:29]2[CH:34]=[CH:33][CH:32]=[CH:31][C:30]=2[F:35])[C:5]=1[F:36]. The catalyst class is: 19. (7) Reactant: [CH3:1][O:2][C:3]([C:5]1[CH:16]=[CH:15][C:8]2[S:9][C:10]([C:12]([OH:14])=O)=[CH:11][C:7]=2[CH:6]=1)=[O:4].[C:17]([O:36][NH2:37])([C:30]1[CH:35]=[CH:34][CH:33]=[CH:32][CH:31]=1)([C:24]1[CH:29]=[CH:28][CH:27]=[CH:26][CH:25]=1)[C:18]1[CH:23]=[CH:22][CH:21]=[CH:20][CH:19]=1.C(Cl)CCl.C1C=CC2N(O)N=NC=2C=1.CCN(C(C)C)C(C)C. Product: [CH3:1][O:2][C:3]([C:5]1[CH:16]=[CH:15][C:8]2[S:9][C:10]([C:12](=[O:14])[NH:37][O:36][C:17]([C:18]3[CH:23]=[CH:22][CH:21]=[CH:20][CH:19]=3)([C:30]3[CH:31]=[CH:32][CH:33]=[CH:34][CH:35]=3)[C:24]3[CH:25]=[CH:26][CH:27]=[CH:28][CH:29]=3)=[CH:11][C:7]=2[CH:6]=1)=[O:4]. The catalyst class is: 1. (8) Reactant: Br.[OH:2][C:3]1[N:4]=[C:5]([C:18]2[C:19]([CH3:26])=[N:20][N:21]3[CH:25]=[CH:24][S:23][C:22]=23)[S:6][C:7]=1[C:8]([O:10][CH2:11][C:12]1[CH:17]=[CH:16][CH:15]=[CH:14][CH:13]=1)=[O:9].[F:27][C:28]([F:41])([F:40])[S:29](O[S:29]([C:28]([F:41])([F:40])[F:27])(=[O:31])=[O:30])(=[O:31])=[O:30].C(=O)(O)[O-].[Na+].C(OCC)(=O)C. Product: [CH3:26][C:19]1[C:18]([C:5]2[S:6][C:7]([C:8]([O:10][CH2:11][C:12]3[CH:13]=[CH:14][CH:15]=[CH:16][CH:17]=3)=[O:9])=[C:3]([O:2][S:29]([C:28]([F:41])([F:40])[F:27])(=[O:31])=[O:30])[N:4]=2)=[C:22]2[S:23][CH:24]=[CH:25][N:21]2[N:20]=1. The catalyst class is: 17. (9) The catalyst class is: 3. Reactant: F[C:2]1[C:3]([N+:30]([O-:32])=[O:31])=[CH:4][C:5]([N+:27]([O-])=[O:28])=[C:6]([NH:8][CH2:9][C:10]2[CH:15]=[CH:14][C:13]([NH:16][C:17](=[O:26])/[CH:18]=[CH:19]/[C:20]3[CH:25]=[CH:24][CH:23]=[CH:22][CH:21]=3)=[CH:12][CH:11]=2)[CH:7]=1.[H-].[Na+].C(O)(=O)CC(CC(O)=O)(C(O)=O)O.[CH2:48]([OH:50])[CH3:49]. Product: [CH2:48]([O:50][C:2]1[C:3]([N+:30]([O-:32])=[O:31])=[CH:4][C:5]2[N:27]([OH:28])[C:9]([C:10]3[CH:11]=[CH:12][C:13]([NH:16][C:17](=[O:26])/[CH:18]=[CH:19]/[C:20]4[CH:21]=[CH:22][CH:23]=[CH:24][CH:25]=4)=[CH:14][CH:15]=3)=[N:8][C:6]=2[CH:7]=1)[CH3:49].